From a dataset of Reaction yield outcomes from USPTO patents with 853,638 reactions. Predict the reaction yield, written as a fraction of the theoretical maximum amount of product (1.0 means a 100% yield; for example, 0.34 means a 34% yield). (1) The reactants are [C:1]([CH:5]1[O:21][C:9]2[N:10]=[C:11](Cl)[N:12]=[C:13]([N:14]3[CH2:19][CH2:18][O:17][CH2:16][CH2:15]3)[C:8]=2[O:7][CH2:6]1)([CH3:4])([CH3:3])[CH3:2].CC1(C)C(C)(C)OB([C:30]2[CH:31]=[N:32][C:33]([NH2:36])=[N:34][CH:35]=2)O1.C(=O)([O-])[O-].[Na+].[Na+]. The catalyst is CC(P(C(C)(C)C)C1C=CC(N(C)C)=CC=1)(C)C.CC(P(C(C)(C)C)C1C=CC(N(C)C)=CC=1)(C)C.Cl[Pd]Cl.C(#N)C. The product is [C:1]([CH:5]1[O:21][C:9]2[N:10]=[C:11]([C:30]3[CH:31]=[N:32][C:33]([NH2:36])=[N:34][CH:35]=3)[N:12]=[C:13]([N:14]3[CH2:19][CH2:18][O:17][CH2:16][CH2:15]3)[C:8]=2[O:7][CH2:6]1)([CH3:4])([CH3:3])[CH3:2]. The yield is 0.220. (2) The reactants are O1CCCC1.C(O)C.[CH3:9][O:10][C:11]1[CH:12]=[C:13]2[C:18](=[CH:19][C:20]=1[O:21][CH3:22])[N:17]=[CH:16][CH:15]=[C:14]2[O:23][C:24]1[CH:29]=[CH:28][C:27](=[N:30][CH2:31][C:32]2[CH:37]=[CH:36][CH:35]=[CH:34][C:33]=2[N+:38]([O-:40])=[O:39])[CH2:26][CH:25]=1.[BH4-].[Na+]. The catalyst is O.C(Cl)(Cl)Cl. The product is [CH3:9][O:10][C:11]1[CH:12]=[C:13]2[C:18](=[CH:19][C:20]=1[O:21][CH3:22])[N:17]=[CH:16][CH:15]=[C:14]2[O:23][C:24]1[CH:25]=[CH:26][C:27]([NH:30][CH2:31][C:32]2[CH:37]=[CH:36][CH:35]=[CH:34][C:33]=2[N+:38]([O-:40])=[O:39])=[CH:28][CH:29]=1. The yield is 0.752. (3) The reactants are [NH2:1]/[C:2](/[C@@H:5]([NH:9][C:10](=[O:16])[O:11][C:12]([CH3:15])([CH3:14])[CH3:13])[CH2:6][C:7]#[CH:8])=C\O.C(N1C=CN=C1)(N1C=CN=C1)=O. The catalyst is O1CCCC1. The product is [C:12]([O:11][C:10](=[O:16])[NH:9][C@H:5]([C:2]#[N:1])[CH2:6][C:7]#[CH:8])([CH3:15])([CH3:13])[CH3:14]. The yield is 0.450. (4) The reactants are [CH3:1][C:2]1([CH3:16])[C:6]([CH3:8])([CH3:7])[O:5][B:4]([C:9]2[CH:14]=[CH:13][C:12]([OH:15])=[CH:11][CH:10]=2)[O:3]1.C1(P(C2C=CC=CC=2)C2C=CC=CC=2)C=CC=CC=1.O[CH:37]1[CH2:42][CH2:41][N:40]([C:43]([O:45][C:46]([CH3:49])([CH3:48])[CH3:47])=[O:44])[CH2:39][CH2:38]1.N(/C(N1CCCCC1)=O)=N\C(N1CCCCC1)=O. The catalyst is O1CCCC1. The product is [C:46]([O:45][C:43]([N:40]1[CH2:41][CH2:42][CH:37]([O:15][C:12]2[CH:13]=[CH:14][C:9]([B:4]3[O:3][C:2]([CH3:16])([CH3:1])[C:6]([CH3:7])([CH3:8])[O:5]3)=[CH:10][CH:11]=2)[CH2:38][CH2:39]1)=[O:44])([CH3:49])([CH3:47])[CH3:48]. The yield is 0.550. (5) The reactants are [C:1]([C:4]1[CH:13]=[C:8]([C:9]([O:11][CH3:12])=[O:10])[C:7]([OH:14])=[CH:6][CH:5]=1)(=[O:3])[CH3:2].C(=O)([O-])[O-].[K+].[K+].[CH2:21](Br)[C:22]1[CH:27]=[CH:26][CH:25]=[CH:24][CH:23]=1. The catalyst is C(#N)C. The product is [CH3:12][O:11][C:9](=[O:10])[C:8]1[CH:13]=[C:4]([C:1](=[O:3])[CH3:2])[CH:5]=[CH:6][C:7]=1[O:14][CH2:21][C:22]1[CH:27]=[CH:26][CH:25]=[CH:24][CH:23]=1. The yield is 1.00. (6) The reactants are [CH3:1][C:2]1[CH:3]=[C:4]([N:8]([CH2:31][CH2:32][C:33]([O:35][CH2:36][CH3:37])=[O:34])[C:9]([C:11]2[CH:30]=[CH:29][C:14]3[N:15]([CH3:28])[C:16]([CH2:18][NH:19][C:20]4[CH:25]=[CH:24][C:23]([C:26]#[N:27])=[CH:22][CH:21]=4)=[N:17][C:13]=3[CH:12]=2)=[O:10])[CH:5]=[CH:6][CH:7]=1.[ClH:38].C(O)C.C(=O)([O-])[O-].[NH4+:46].[NH4+]. The catalyst is ClCCl.C(O)C. The product is [ClH:38].[CH3:1][C:2]1[CH:3]=[C:4]([N:8]([CH2:31][CH2:32][C:33]([O:35][CH2:36][CH3:37])=[O:34])[C:9]([C:11]2[CH:30]=[CH:29][C:14]3[N:15]([CH3:28])[C:16]([CH2:18][NH:19][C:20]4[CH:25]=[CH:24][C:23]([C:26](=[NH:46])[NH2:27])=[CH:22][CH:21]=4)=[N:17][C:13]=3[CH:12]=2)=[O:10])[CH:5]=[CH:6][CH:7]=1. The yield is 0.790. (7) The reactants are [N+:1]([C:4]1[CH:13]=[C:12]2[C:7]([CH2:8][CH2:9][CH2:10][C:11]2=[O:14])=[CH:6][CH:5]=1)([O-:3])=[O:2].[BH4-].[Na+]. The catalyst is CO. The product is [N+:1]([C:4]1[CH:13]=[C:12]2[C:7]([CH2:8][CH2:9][CH2:10][CH:11]2[OH:14])=[CH:6][CH:5]=1)([O-:3])=[O:2]. The yield is 0.800.